This data is from Forward reaction prediction with 1.9M reactions from USPTO patents (1976-2016). The task is: Predict the product of the given reaction. The product is: [F:1][C:2]1[CH:7]=[CH:6][C:5]([CH2:8][C:9]2[CH:18]=[C:17]3[C:12]([C:13]([OH:24])=[C:14]([C:20]([NH:29][CH2:30][CH2:31][CH2:32][OH:33])=[O:21])[C:15](=[O:19])[NH:16]3)=[N:11][CH:10]=2)=[C:4]([C:25]([F:26])([F:28])[F:27])[CH:3]=1. Given the reactants [F:1][C:2]1[CH:7]=[CH:6][C:5]([CH2:8][C:9]2[CH:18]=[C:17]3[C:12]([C:13]([OH:24])=[C:14]([C:20](OC)=[O:21])[C:15](=[O:19])[NH:16]3)=[N:11][CH:10]=2)=[C:4]([C:25]([F:28])([F:27])[F:26])[CH:3]=1.[NH2:29][CH2:30][CH2:31][CH2:32][OH:33], predict the reaction product.